From a dataset of Catalyst prediction with 721,799 reactions and 888 catalyst types from USPTO. Predict which catalyst facilitates the given reaction. (1) Reactant: [N:1]1[C:8]([Cl:9])=[N:7][C:5](Cl)=[N:4][C:2]=1[Cl:3].C[C:11]#[N:12].NC.[OH-].[Na+]. Product: [Cl:9][C:8]1[N:1]=[C:2]([Cl:3])[N:4]=[C:5]([NH:12][CH3:11])[N:7]=1. The catalyst class is: 6. (2) Reactant: [CH3:1]/[C:2](=[CH:9]\[C:10]1[CH:15]=[CH:14][C:13]([CH3:16])=[CH:12][CH:11]=1)/[CH2:3][CH2:4][C:5](OC)=[O:6].[H-].[Al+3].[Li+].[H-].[H-].[H-]. Product: [CH3:1]/[C:2](=[CH:9]\[C:10]1[CH:15]=[CH:14][C:13]([CH3:16])=[CH:12][CH:11]=1)/[CH2:3][CH2:4][CH2:5][OH:6]. The catalyst class is: 1. (3) Reactant: [Cl:1]C(OC(Cl)C)=O.C([N:21]1[CH2:24][CH:23]([O:25][CH2:26][CH:27]([CH3:29])[CH3:28])[CH2:22]1)(C1C=CC=CC=1)C1C=CC=CC=1.CO. Product: [ClH:1].[CH2:26]([O:25][CH:23]1[CH2:24][NH:21][CH2:22]1)[CH:27]([CH3:29])[CH3:28]. The catalyst class is: 26. (4) Reactant: [CH2:1]([N:8]1[C:12]2[CH:13]=[C:14]([NH:21][CH:22]3[CH2:27][CH2:26][NH:25][CH2:24][CH2:23]3)[C:15]3[N:16]([C:17]([CH3:20])=[N:18][N:19]=3)[C:11]=2[CH:10]=[C:9]1[CH3:28])[C:2]1[CH:7]=[CH:6][CH:5]=[CH:4][CH:3]=1.[CH3:29][S:30](Cl)(=[O:32])=[O:31].C(N(CC)CC)C. Product: [CH2:1]([N:8]1[C:12]2[CH:13]=[C:14]([NH:21][CH:22]3[CH2:27][CH2:26][N:25]([S:30]([CH3:29])(=[O:32])=[O:31])[CH2:24][CH2:23]3)[C:15]3[N:16]([C:17]([CH3:20])=[N:18][N:19]=3)[C:11]=2[CH:10]=[C:9]1[CH3:28])[C:2]1[CH:3]=[CH:4][CH:5]=[CH:6][CH:7]=1. The catalyst class is: 2. (5) Reactant: [CH2:1]([N:8]1[C:17]([C:18](O)=[O:19])=[C:16]([C:21]2[CH:26]=[CH:25][CH:24]=[CH:23][CH:22]=2)[C:15]2[C:10](=[CH:11][CH:12]=[C:13]([Br:27])[CH:14]=2)[C:9]1=[O:28])[C:2]1[CH:7]=[CH:6][CH:5]=[CH:4][CH:3]=1.C(Cl)(=O)C(Cl)=O.CN(C=O)C. Product: [CH2:1]([N:8]1[C:17]([CH2:18][OH:19])=[C:16]([C:21]2[CH:22]=[CH:23][CH:24]=[CH:25][CH:26]=2)[C:15]2[C:10](=[CH:11][CH:12]=[C:13]([Br:27])[CH:14]=2)[C:9]1=[O:28])[C:2]1[CH:3]=[CH:4][CH:5]=[CH:6][CH:7]=1. The catalyst class is: 7. (6) Reactant: C([O:3][C:4](=O)[CH2:5][CH2:6][CH2:7][CH2:8][CH2:9]I)C.C(OC(=O)CCCCCCI)C.[NH:24]1[C:32]2[C:27](=[CH:28][CH:29]=[CH:30][CH:31]=2)[CH:26]=[C:25]1[C:33](Cl)=[O:34].C(Cl)(=O)C1C=CC=CC=1.[NH2:45][OH:46].Cl. Product: [OH:46][NH:45][C:4](=[O:3])[CH2:5][CH2:6][CH2:7][CH2:8][CH2:9][C:33]([C:25]1[NH:24][C:32]2[C:27]([CH:26]=1)=[CH:28][CH:29]=[CH:30][CH:31]=2)=[O:34]. The catalyst class is: 66. (7) Reactant: [Cl:1][S:2]([OH:5])(=O)=[O:3].[CH:6]1([CH2:11][C@H:12]([C:27]2[CH:32]=[CH:31][CH:30]=[CH:29][CH:28]=2)[C:13]([NH:15][C:16]2[S:17][C:18]3[C:23]([N:24]=2)=[CH:22][CH:21]=[C:20]([O:25][CH3:26])[N:19]=3)=[O:14])[CH2:10][CH2:9][CH2:8][CH2:7]1. Product: [CH:6]1([CH2:11][C@H:12]([C:27]2[CH:32]=[CH:31][C:30]([S:2]([Cl:1])(=[O:5])=[O:3])=[CH:29][CH:28]=2)[C:13](=[O:14])[NH:15][C:16]2[S:17][C:18]3[C:23]([N:24]=2)=[CH:22][CH:21]=[C:20]([O:25][CH3:26])[N:19]=3)[CH2:10][CH2:9][CH2:8][CH2:7]1. The catalyst class is: 2. (8) Reactant: Cl.[CH:2]1([CH2:5][N:6]2[CH2:11][CH2:10][N:9]([C:12]([C@H:14]3[CH2:18][CH2:17][N:16](C(OC(C)(C)C)=O)[CH2:15]3)=[O:13])[CH2:8][CH2:7]2)[CH2:4][CH2:3]1. Product: [CH:2]1([CH2:5][N:6]2[CH2:11][CH2:10][N:9]([C:12]([C@H:14]3[CH2:18][CH2:17][NH:16][CH2:15]3)=[O:13])[CH2:8][CH2:7]2)[CH2:3][CH2:4]1. The catalyst class is: 169. (9) Reactant: [H-].[Na+].[OH:3][C:4]1[C:13]2[C:8](=[CH:9][CH:10]=[CH:11][CH:12]=2)[C:7]([CH:14]=[O:15])=[CH:6][CH:5]=1.Br[CH2:17][C:18]1[CH:23]=[CH:22][C:21]([F:24])=[CH:20][C:19]=1[F:25].Cl. Product: [F:25][C:19]1[CH:20]=[C:21]([F:24])[CH:22]=[CH:23][C:18]=1[CH2:17][O:3][C:4]1[C:13]2[C:8](=[CH:9][CH:10]=[CH:11][CH:12]=2)[C:7]([CH:14]=[O:15])=[CH:6][CH:5]=1. The catalyst class is: 9. (10) Reactant: Cl[C:2]1[C:7]([N+:8]([O-:10])=[O:9])=[CH:6][CH:5]=[C:4]([Cl:11])[N:3]=1.[CH3:12][CH:13]1[CH2:18][CH2:17][NH:16][CH2:15][CH2:14]1. Product: [Cl:11][C:4]1[N:3]=[C:2]([N:16]2[CH2:17][CH2:18][CH:13]([CH3:12])[CH2:14][CH2:15]2)[C:7]([N+:8]([O-:10])=[O:9])=[CH:6][CH:5]=1. The catalyst class is: 8.